This data is from Forward reaction prediction with 1.9M reactions from USPTO patents (1976-2016). The task is: Predict the product of the given reaction. (1) Given the reactants [CH2:1]([N:8]1[CH2:12][CH:11]([N:13](C(OC(C)(C)C)=O)[CH2:14][C:15]2[CH:20]=[CH:19][C:18]([F:21])=[CH:17][C:16]=2[F:22])[CH2:10][CH:9]1[C:30](O)=[O:31])[C:2]1[CH:7]=[CH:6][CH:5]=[CH:4][CH:3]=1.[F:33][C:34]1[CH:39]=[CH:38][C:37]([N:40]2[CH2:45][CH2:44][NH:43][CH2:42][CH2:41]2)=[CH:36][CH:35]=1, predict the reaction product. The product is: [CH2:1]([N:8]1[CH2:12][C@@H:11]([NH:13][CH2:14][C:15]2[CH:20]=[CH:19][C:18]([F:21])=[CH:17][C:16]=2[F:22])[CH2:10][C@H:9]1[C:30]([N:43]1[CH2:44][CH2:45][N:40]([C:37]2[CH:36]=[CH:35][C:34]([F:33])=[CH:39][CH:38]=2)[CH2:41][CH2:42]1)=[O:31])[C:2]1[CH:7]=[CH:6][CH:5]=[CH:4][CH:3]=1. (2) Given the reactants [Cl:1][C:2]1[CH:7]=[CH:6][C:5](/[CH:8]=[CH:9]/[C:10]([OH:12])=O)=[C:4]([CH2:13][N:14]2[N:18]=[N:17][C:16]([CH3:19])=[N:15]2)[CH:3]=1.[CH3:20][C:21]1[O:22][C:23]([CH2:26][CH2:27][CH2:28][CH:29]2[CH2:34][CH2:33][NH:32][CH2:31][CH2:30]2)=[N:24][N:25]=1.CCN(C(C)C)C(C)C.C(P1(=O)OP(CCC)(=O)OP(CCC)(=O)O1)CC, predict the reaction product. The product is: [Cl:1][C:2]1[CH:7]=[CH:6][C:5](/[CH:8]=[CH:9]/[C:10]([N:32]2[CH2:31][CH2:30][CH:29]([CH2:28][CH2:27][CH2:26][C:23]3[O:22][C:21]([CH3:20])=[N:25][N:24]=3)[CH2:34][CH2:33]2)=[O:12])=[C:4]([CH2:13][N:14]2[N:18]=[N:17][C:16]([CH3:19])=[N:15]2)[CH:3]=1. (3) Given the reactants Cl[CH2:2][C:3]1[CH:8]=[CH:7][CH:6]=[C:5]([F:9])[CH:4]=1.[Cl:10][C:11]1[CH:16]=[C:15]([NH:17][C:18]2[C:27]3[C:22](=[CH:23][CH:24]=[CH:25][C:26]=3[O:28][CH2:29][C@@H:30]3[CH2:34][CH2:33][CH2:32][N:31]3[C:35](=[O:40])[CH2:36][N:37]([CH3:39])[CH3:38])[N:21]=[CH:20][N:19]=2)[CH:14]=[CH:13][C:12]=1[OH:41], predict the reaction product. The product is: [Cl:10][C:11]1[CH:16]=[C:15]([NH:17][C:18]2[C:27]3[C:22](=[CH:23][CH:24]=[CH:25][C:26]=3[O:28][CH2:29][C@@H:30]3[CH2:34][CH2:33][CH2:32][N:31]3[C:35](=[O:40])[CH2:36][N:37]([CH3:38])[CH3:39])[N:21]=[CH:20][N:19]=2)[CH:14]=[CH:13][C:12]=1[O:41][CH2:2][C:3]1[CH:8]=[CH:7][CH:6]=[C:5]([F:9])[CH:4]=1.